Task: Predict the product of the given reaction.. Dataset: Forward reaction prediction with 1.9M reactions from USPTO patents (1976-2016) (1) Given the reactants [OH:1][C:2]1[CH:11]=[CH:10][C:5]2[CH2:6][O:7][B:8]([OH:9])[C:4]=2[CH:3]=1.C(N(CC)CC)C.[N:19]([CH:22]1[CH2:27][CH2:26][CH2:25][CH2:24][CH2:23]1)=[C:20]=[O:21].Cl, predict the reaction product. The product is: [CH:22]1([NH:19][C:20](=[O:21])[O:1][C:2]2[CH:11]=[CH:10][C:5]3[CH2:6][O:7][B:8]([OH:9])[C:4]=3[CH:3]=2)[CH2:27][CH2:26][CH2:25][CH2:24][CH2:23]1. (2) The product is: [F:17][C:18]1[CH:23]=[CH:22][C:21]([N:24]2[CH2:29][CH2:28][N:27]3[N:30]=[C:31]([CH2:33][O:34][C:41]4[CH:40]=[CH:39][C:38]([CH3:43])=[CH:37][CH:36]=4)[CH:32]=[C:26]3[C:25]2=[O:35])=[CH:20][CH:19]=1. Given the reactants N(C(OC(C)(C)C)=O)=NC(OC(C)(C)C)=O.[F:17][C:18]1[CH:23]=[CH:22][C:21]([N:24]2[CH2:29][CH2:28][N:27]3[N:30]=[C:31]([CH2:33][OH:34])[CH:32]=[C:26]3[C:25]2=[O:35])=[CH:20][CH:19]=1.[CH:36]1[C:41](O)=[CH:40][CH:39]=[C:38]([CH3:43])[CH:37]=1.C1(P(C2C=CC=CC=2)C2C=CC=CC=2)C=CC=CC=1, predict the reaction product. (3) Given the reactants [CH3:1][C:2]1([C:7]2[O:11][C:10]([CH2:12][N:13]3[CH:17]=[CH:16][C:15]([NH2:18])=[N:14]3)=[CH:9][CH:8]=2)[O:6]CCO1.[F:19][C:20]1[C:25]([C:26]([F:29])([F:28])[F:27])=[CH:24][CH:23]=[CH:22][C:21]=1/[CH:30]=[CH:31]/[C:32](O)=[O:33], predict the reaction product. The product is: [C:2]([C:7]1[O:11][C:10]([CH2:12][N:13]2[CH:17]=[CH:16][C:15]([NH:18][C:32](=[O:33])/[CH:31]=[CH:30]/[C:21]3[CH:22]=[CH:23][CH:24]=[C:25]([C:26]([F:28])([F:27])[F:29])[C:20]=3[F:19])=[N:14]2)=[CH:9][CH:8]=1)(=[O:6])[CH3:1]. (4) Given the reactants [OH:1][CH:2]([C:19]1[CH:20]=[C:21]2[C:26](=[CH:27][CH:28]=1)[NH:25][C:24](=[O:29])[CH2:23][CH2:22]2)[CH2:3][N:4]1[CH2:9][CH2:8][C:7]([OH:18])([C:10]2[CH:15]=[CH:14][CH:13]=[C:12]([O:16][CH3:17])[CH:11]=2)[CH2:6][CH2:5]1.[ClH:30].C(OC(=O)C)C, predict the reaction product. The product is: [ClH:30].[OH:1][CH:2]([C:19]1[CH:20]=[C:21]2[C:26](=[CH:27][CH:28]=1)[NH:25][C:24](=[O:29])[CH2:23][CH2:22]2)[CH2:3][N:4]1[CH2:9][CH2:8][C:7]([OH:18])([C:10]2[CH:15]=[CH:14][CH:13]=[C:12]([O:16][CH3:17])[CH:11]=2)[CH2:6][CH2:5]1. (5) Given the reactants Br[C:2]1[CH:3]=[C:4]2[C:8](=[CH:9][CH:10]=1)[NH:7][C:6]([C:11]([OH:13])=[O:12])=[CH:5]2.[O-]P([O-])([O-])=O.[K+].[K+].[K+].[N:22]1[CH:27]=[CH:26][C:25](B(O)O)=[CH:24][CH:23]=1.O1CCOCC1, predict the reaction product. The product is: [N:22]1[CH:27]=[CH:26][C:25]([C:2]2[CH:3]=[C:4]3[C:8](=[CH:9][CH:10]=2)[NH:7][C:6]([C:11]([OH:13])=[O:12])=[CH:5]3)=[CH:24][CH:23]=1. (6) Given the reactants [CH3:1][N:2]([C:8]([O:10][C:11]([CH3:14])([CH3:13])[CH3:12])=[O:9])[O:3][CH2:4][CH:5]([OH:7])[CH3:6].[C:15]1(=[O:21])[O:20][C:18](=[O:19])[CH2:17][CH2:16]1.[Cl-].[NH4+], predict the reaction product. The product is: [CH3:14][C:11]([CH3:13])([O:10][C:8](=[O:9])[N:2]([CH3:1])[O:3][CH2:4][CH:5]([CH3:6])[O:7][C:15](=[O:21])[CH2:16][CH2:17][C:18]([OH:20])=[O:19])[CH3:12]. (7) Given the reactants Cl[C:2]1[C:3]2[C:4](=[CH:16][N:17](CC3C=CC(OC)=CC=3)[N:18]=2)[N:5]=[C:6]([C:8]2[CH:13]=[CH:12][C:11]([O:14][CH3:15])=[CH:10][CH:9]=2)[N:7]=1.[NH2:28][C:29]1[CH:34]=[CH:33][C:32]([C:35]([N:37]2[CH2:41][CH2:40][CH2:39][CH2:38]2)=[O:36])=[CH:31][CH:30]=1.Cl, predict the reaction product. The product is: [CH3:15][O:14][C:11]1[CH:10]=[CH:9][C:8]([C:6]2[N:7]=[C:2]([NH:28][C:29]3[CH:34]=[CH:33][C:32]([C:35]([N:37]4[CH2:38][CH2:39][CH2:40][CH2:41]4)=[O:36])=[CH:31][CH:30]=3)[C:3]3[NH:18][N:17]=[CH:16][C:4]=3[N:5]=2)=[CH:13][CH:12]=1.